Dataset: Forward reaction prediction with 1.9M reactions from USPTO patents (1976-2016). Task: Predict the product of the given reaction. (1) Given the reactants Br[C:2]1[C:3]([CH3:10])=[CH:4][C:5]([F:9])=[C:6]([CH:8]=1)[NH2:7].[B:11]1([B:11]2[O:15][C:14]([CH3:17])([CH3:16])[C:13]([CH3:19])([CH3:18])[O:12]2)[O:15][C:14]([CH3:17])([CH3:16])[C:13]([CH3:19])([CH3:18])[O:12]1.C([O-])(=O)C.[K+], predict the reaction product. The product is: [F:9][C:5]1[CH:4]=[C:3]([CH3:10])[C:2]([B:11]2[O:15][C:14]([CH3:17])([CH3:16])[C:13]([CH3:19])([CH3:18])[O:12]2)=[CH:8][C:6]=1[NH2:7]. (2) Given the reactants [F:1][C:2]([F:13])([F:12])[C:3]1[CH:11]=[CH:10][C:6]([C:7](Cl)=[O:8])=[CH:5][CH:4]=1.[CH2:14]([NH:21][C:22]([C:24]1[S:28][C:27]([NH2:29])=[N:26][C:25]=1[CH3:30])=[O:23])[C:15]1[CH:20]=[CH:19][CH:18]=[CH:17][CH:16]=1, predict the reaction product. The product is: [CH2:14]([NH:21][C:22]([C:24]1[S:28][C:27]([NH:29][C:7](=[O:8])[C:6]2[CH:10]=[CH:11][C:3]([C:2]([F:13])([F:12])[F:1])=[CH:4][CH:5]=2)=[N:26][C:25]=1[CH3:30])=[O:23])[C:15]1[CH:20]=[CH:19][CH:18]=[CH:17][CH:16]=1. (3) Given the reactants [NH2:1][C:2]1[C:10]([F:11])=[CH:9][C:8]([F:12])=[CH:7][C:3]=1[C:4]([NH2:6])=[O:5].[C:13]1(=O)[O:19][C:17](=[O:18])[CH2:16][CH2:15][CH2:14]1, predict the reaction product. The product is: [F:12][C:8]1[CH:7]=[C:3]2[C:2](=[C:10]([F:11])[CH:9]=1)[N:1]=[C:13]([CH2:14][CH2:15][CH2:16][C:17]([OH:19])=[O:18])[NH:6][C:4]2=[O:5].